From a dataset of Full USPTO retrosynthesis dataset with 1.9M reactions from patents (1976-2016). Predict the reactants needed to synthesize the given product. The reactants are: [F:1][C:2]1[N:7]=[C:6](F)[CH:5]=[C:4]([CH3:9])[N:3]=1.[Cl:10][C:11]1[N:16]=[C:15]2[S:17][C:18]([NH2:20])=[N:19][C:14]2=[CH:13][CH:12]=1.[H-].[Na+].[Cl-].[NH4+]. Given the product [Cl:10][C:11]1[N:16]=[C:15]2[S:17][C:18]([NH:20][C:6]3[CH:5]=[C:4]([CH3:9])[N:3]=[C:2]([F:1])[N:7]=3)=[N:19][C:14]2=[CH:13][CH:12]=1, predict the reactants needed to synthesize it.